Dataset: Full USPTO retrosynthesis dataset with 1.9M reactions from patents (1976-2016). Task: Predict the reactants needed to synthesize the given product. (1) Given the product [F:9][C:10]1[CH:16]=[C:15]([F:17])[CH:14]=[CH:13][C:11]=1[NH:12][C:2]1[CH:7]=[CH:6][CH:5]=[C:4]([N:20]2[C:19]([CH3:18])=[CH:23][C:22]([CH3:24])=[N:21]2)[N:3]=1, predict the reactants needed to synthesize it. The reactants are: F[C:2]1[CH:7]=[CH:6][CH:5]=[C:4](F)[N:3]=1.[F:9][C:10]1[CH:16]=[C:15]([F:17])[CH:14]=[CH:13][C:11]=1[NH2:12].[CH3:18][C:19]1[CH:23]=[C:22]([CH3:24])[NH:21][N:20]=1. (2) Given the product [CH3:20][C:21]1[C:22]([NH:28][C:29]([CH2:30][N:12]2[CH2:13][CH2:14][N:9]([CH2:8][CH:7]([OH:15])[CH2:6][O:5][C:4]3[CH:16]=[CH:17][CH:18]=[CH:19][C:3]=3[O:2][CH3:1])[CH2:10][CH2:11]2)=[O:37])=[C:23]([CH3:27])[CH:24]=[CH:25][CH:26]=1, predict the reactants needed to synthesize it. The reactants are: [CH3:1][O:2][C:3]1[CH:19]=[CH:18][CH:17]=[CH:16][C:4]=1[O:5][CH2:6][CH:7]([OH:15])[CH2:8][N:9]1[CH2:14][CH2:13][NH:12][CH2:11][CH2:10]1.[CH3:20][C:21]1[CH:26]=[CH:25][CH:24]=[C:23]([CH3:27])[C:22]=1[NH:28][C:29](=[O:37])[CH2:30]N1CCNCC1. (3) The reactants are: C([O:4][C:5]1[CH:6]=[C:7]2[C:12](=[CH:13][C:14]=1[O:15][CH3:16])[N:11]=[CH:10][N:9]=[C:8]2[NH:17][C:18]1[CH:23]=[CH:22][C:21]([Cl:24])=[C:20]([Cl:25])[C:19]=1[F:26])(=O)C.N. Given the product [Cl:25][C:20]1[C:19]([F:26])=[C:18]([NH:17][C:8]2[C:7]3[C:12](=[CH:13][C:14]([O:15][CH3:16])=[C:5]([OH:4])[CH:6]=3)[N:11]=[CH:10][N:9]=2)[CH:23]=[CH:22][C:21]=1[Cl:24], predict the reactants needed to synthesize it. (4) Given the product [OH:11][CH:8]([C:4]1[CH:3]=[C:2]([NH:1][C:27](=[O:28])[O:26][CH2:19][C:20]2[CH:25]=[CH:24][CH:23]=[CH:22][CH:21]=2)[CH:7]=[CH:6][CH:5]=1)[CH2:9][OH:10], predict the reactants needed to synthesize it. The reactants are: [NH2:1][C:2]1[CH:3]=[C:4]([CH:8]([OH:11])[CH2:9][OH:10])[CH:5]=[CH:6][CH:7]=1.O.C([O-])([O-])=O.[Na+].[Na+].[CH2:19]([O:26][C:27](Cl)=[O:28])[C:20]1[CH:25]=[CH:24][CH:23]=[CH:22][CH:21]=1. (5) Given the product [OH2:3].[F:47][C:44]([F:45])([F:46])[C:42]1[CH:41]=[C:8]([CH2:9][N:10]([C:35]2[N:36]=[N:37][N:38]([CH3:40])[N:39]=2)[C@@H:11]2[C:12]3[CH:32]=[C:31]([CH3:33])[CH:30]=[C:29]([CH3:34])[C:13]=3[N:14]([CH2:18][C@H:19]3[CH2:24][CH2:23][C@H:22]([C:25]([OH:27])=[O:26])[CH2:21][CH2:20]3)[CH2:15][CH2:16][CH2:17]2)[CH:7]=[C:6]([C:5]([F:4])([F:49])[F:48])[CH:43]=1, predict the reactants needed to synthesize it. The reactants are: C([OH:3])C.[F:4][C:5]([F:49])([F:48])[C:6]1[CH:7]=[C:8]([CH:41]=[C:42]([C:44]([F:47])([F:46])[F:45])[CH:43]=1)[CH2:9][N:10]([C:35]1[N:36]=[N:37][N:38]([CH3:40])[N:39]=1)[C@H:11]1[CH2:17][CH2:16][CH2:15][N:14]([CH2:18][C@H:19]2[CH2:24][CH2:23][C@H:22]([C:25]([O:27]C)=[O:26])[CH2:21][CH2:20]2)[C:13]2[C:29]([CH3:34])=[CH:30][C:31]([CH3:33])=[CH:32][C:12]1=2.[OH-].[Na+].C(O)(=O)C. (6) The reactants are: [C:1](N)(=O)[C@@H:2]([CH3:4])[OH:3].F[B-](F)(F)F.C([O+](CC)CC)C.[Br:19][C:20]1[N:25]=[CH:24][C:23]([NH2:26])=[C:22]([NH:27][C@@H:28]([CH2:30][CH3:31])[CH3:29])[CH:21]=1. Given the product [Br:19][C:20]1[N:25]=[CH:24][C:23]2[N:26]=[C:1]([C@H:2]([OH:3])[CH3:4])[N:27]([C@@H:28]([CH2:30][CH3:31])[CH3:29])[C:22]=2[CH:21]=1, predict the reactants needed to synthesize it. (7) Given the product [ClH:15].[Cl:15][CH2:11][C:3]1[CH:2]=[N:1][C:10]2[C:5]([CH:4]=1)=[CH:6][CH:7]=[CH:8][CH:9]=2, predict the reactants needed to synthesize it. The reactants are: [N:1]1[C:10]2[C:5](=[CH:6][CH:7]=[CH:8][CH:9]=2)[CH:4]=[C:3]([CH2:11]O)[CH:2]=1.O=S(Cl)[Cl:15].